Dataset: NCI-60 drug combinations with 297,098 pairs across 59 cell lines. Task: Regression. Given two drug SMILES strings and cell line genomic features, predict the synergy score measuring deviation from expected non-interaction effect. (1) Drug 1: C1CCC(CC1)NC(=O)N(CCCl)N=O. Drug 2: CC1=C(N=C(N=C1N)C(CC(=O)N)NCC(C(=O)N)N)C(=O)NC(C(C2=CN=CN2)OC3C(C(C(C(O3)CO)O)O)OC4C(C(C(C(O4)CO)O)OC(=O)N)O)C(=O)NC(C)C(C(C)C(=O)NC(C(C)O)C(=O)NCCC5=NC(=CS5)C6=NC(=CS6)C(=O)NCCC[S+](C)C)O. Cell line: MOLT-4. Synergy scores: CSS=65.5, Synergy_ZIP=0.173, Synergy_Bliss=-0.462, Synergy_Loewe=-2.60, Synergy_HSA=-3.97. (2) Drug 1: C1CN1P(=S)(N2CC2)N3CC3. Drug 2: CC1=C(C(CCC1)(C)C)C=CC(=CC=CC(=CC(=O)O)C)C. Cell line: NCI-H322M. Synergy scores: CSS=4.51, Synergy_ZIP=-3.89, Synergy_Bliss=-6.51, Synergy_Loewe=0.258, Synergy_HSA=-2.64. (3) Drug 1: CC1C(C(=O)NC(C(=O)N2CCCC2C(=O)N(CC(=O)N(C(C(=O)O1)C(C)C)C)C)C(C)C)NC(=O)C3=C4C(=C(C=C3)C)OC5=C(C(=O)C(=C(C5=N4)C(=O)NC6C(OC(=O)C(N(C(=O)CN(C(=O)C7CCCN7C(=O)C(NC6=O)C(C)C)C)C)C(C)C)C)N)C. Drug 2: CCC1(C2=C(COC1=O)C(=O)N3CC4=CC5=C(C=CC(=C5CN(C)C)O)N=C4C3=C2)O.Cl. Synergy scores: CSS=18.5, Synergy_ZIP=-8.04, Synergy_Bliss=-4.28, Synergy_Loewe=-4.63, Synergy_HSA=-2.25. Cell line: SK-OV-3. (4) Drug 1: CN(C)N=NC1=C(NC=N1)C(=O)N. Drug 2: CNC(=O)C1=NC=CC(=C1)OC2=CC=C(C=C2)NC(=O)NC3=CC(=C(C=C3)Cl)C(F)(F)F. Cell line: MOLT-4. Synergy scores: CSS=42.2, Synergy_ZIP=4.02, Synergy_Bliss=-2.01, Synergy_Loewe=-0.501, Synergy_HSA=-0.327. (5) Drug 1: CCCCC(=O)OCC(=O)C1(CC(C2=C(C1)C(=C3C(=C2O)C(=O)C4=C(C3=O)C=CC=C4OC)O)OC5CC(C(C(O5)C)O)NC(=O)C(F)(F)F)O. Drug 2: C1=NC2=C(N=C(N=C2N1C3C(C(C(O3)CO)O)F)Cl)N. Cell line: NCI-H460. Synergy scores: CSS=65.0, Synergy_ZIP=3.03, Synergy_Bliss=4.03, Synergy_Loewe=3.69, Synergy_HSA=3.42. (6) Drug 1: C1CCC(C1)C(CC#N)N2C=C(C=N2)C3=C4C=CNC4=NC=N3. Drug 2: CC1C(C(CC(O1)OC2CC(OC(C2O)C)OC3=CC4=CC5=C(C(=O)C(C(C5)C(C(=O)C(C(C)O)O)OC)OC6CC(C(C(O6)C)O)OC7CC(C(C(O7)C)O)OC8CC(C(C(O8)C)O)(C)O)C(=C4C(=C3C)O)O)O)O. Cell line: MDA-MB-435. Synergy scores: CSS=-1.31, Synergy_ZIP=11.2, Synergy_Bliss=13.0, Synergy_Loewe=7.89, Synergy_HSA=6.91. (7) Drug 1: CC12CCC3C(C1CCC2=O)CC(=C)C4=CC(=O)C=CC34C. Drug 2: C1=CC(=CC=C1CC(C(=O)O)N)N(CCCl)CCCl.Cl. Cell line: SN12C. Synergy scores: CSS=31.1, Synergy_ZIP=-3.15, Synergy_Bliss=3.28, Synergy_Loewe=-3.70, Synergy_HSA=4.21.